Dataset: Reaction yield outcomes from USPTO patents with 853,638 reactions. Task: Predict the reaction yield, written as a fraction of the theoretical maximum amount of product (1.0 means a 100% yield; for example, 0.34 means a 34% yield). The product is [C:21]([C:18]1[CH:19]=[CH:20][C:15]([C:14]([NH:13][C:3]2[N:4]=[C:5]3[CH:10]=[CH:9][CH:8]=[C:7]([CH2:11][OH:12])[N:6]3[CH:2]=2)=[O:25])=[CH:16][CH:17]=1)([CH3:24])([CH3:22])[CH3:23]. The catalyst is O1CCCC1. The reactants are Br[C:2]1[N:6]2[C:7]([CH2:11][OH:12])=[CH:8][CH:9]=[CH:10][C:5]2=[N:4][C:3]=1[NH:13][C:14](=[O:25])[C:15]1[CH:20]=[CH:19][C:18]([C:21]([CH3:24])([CH3:23])[CH3:22])=[CH:17][CH:16]=1.C([Li])CCC.CO.O. The yield is 0.936.